Dataset: Catalyst prediction with 721,799 reactions and 888 catalyst types from USPTO. Task: Predict which catalyst facilitates the given reaction. (1) Reactant: [NH2:1][C:2]1[C:11]2[C:6](=[CH:7][CH:8]=[CH:9][CH:10]=2)[CH:5]=[CH:4][C:3]=1[NH:12][C:13]1[CH:14]=[C:15]([CH:18]=[CH:19][CH:20]=1)[C:16]#[N:17].[C:21](Cl)(=[O:26])[CH2:22][C:23](Cl)=[O:24].C(=O)(O)[O-].[Na+]. The catalyst class is: 11. Product: [C:16]([C:15]1[CH:14]=[C:13]([N:12]2[C:23](=[O:24])[CH2:22][C:21](=[O:26])[NH:1][C:2]3[C:11]4[C:6]([CH:5]=[CH:4][C:3]2=3)=[CH:7][CH:8]=[CH:9][CH:10]=4)[CH:20]=[CH:19][CH:18]=1)#[N:17]. (2) Reactant: [F:1][C:2]1[CH:7]=[CH:6][C:5]([S:8]([NH:11][C@@H:12]([CH2:33][O:34][CH3:35])[C:13]([NH:15][CH2:16][C:17]2[CH:18]=[C:19]([C:23]3[CH:28]=[CH:27][C:26]([C:29]([F:32])([F:31])[F:30])=[CH:25][CH:24]=3)[CH:20]=[CH:21][CH:22]=2)=[O:14])(=[O:10])=[O:9])=[CH:4][CH:3]=1.[C:36](=O)([O-])[O-].[K+].[K+].IC.[NH4+].[Cl-]. Product: [F:1][C:2]1[CH:7]=[CH:6][C:5]([S:8]([N:11]([CH3:36])[C@@H:12]([CH2:33][O:34][CH3:35])[C:13]([NH:15][CH2:16][C:17]2[CH:18]=[C:19]([C:23]3[CH:28]=[CH:27][C:26]([C:29]([F:30])([F:31])[F:32])=[CH:25][CH:24]=3)[CH:20]=[CH:21][CH:22]=2)=[O:14])(=[O:10])=[O:9])=[CH:4][CH:3]=1. The catalyst class is: 3.